This data is from Full USPTO retrosynthesis dataset with 1.9M reactions from patents (1976-2016). The task is: Predict the reactants needed to synthesize the given product. (1) Given the product [CH3:33][C:27]1[CH:26]=[CH:25][C:24]2[C:29](=[CH:30][CH:31]=[CH:32][C:23]=2[O:22][CH2:21][CH2:20][N:13]2[CH2:12][CH2:11][C:10](=[CH:9][C:8]3[CH:7]=[C:6]([CH:18]=[CH:17][CH:16]=3)[C:4]([O:3][CH3:2])=[O:5])[CH2:15][CH2:14]2)[N:28]=1, predict the reactants needed to synthesize it. The reactants are: Cl.[CH3:2][O:3][C:4]([C:6]1[CH:7]=[C:8]([CH:16]=[CH:17][CH:18]=1)[CH:9]=[C:10]1[CH2:15][CH2:14][NH:13][CH2:12][CH2:11]1)=[O:5].Br[CH2:20][CH2:21][O:22][C:23]1[CH:32]=[CH:31][CH:30]=[C:29]2[C:24]=1[CH:25]=[CH:26][C:27]([CH3:33])=[N:28]2. (2) Given the product [CH3:16][O:15][C:8]1[CH:9]=[CH:10][C:11]2[NH:12][C:19](=[O:20])[C:18]([C:24]3[CH:29]=[CH:28][CH:27]=[CH:26][CH:25]=3)=[N:1][C:2]=2[C:3]=1[C:4]([O:6][CH3:7])=[O:5], predict the reactants needed to synthesize it. The reactants are: [NH2:1][C:2]1[C:11]([N+:12]([O-])=O)=[CH:10][CH:9]=[C:8]([O:15][CH3:16])[C:3]=1[C:4]([O:6][CH3:7])=[O:5].O=[C:18]([C:24]1[CH:29]=[CH:28][CH:27]=[CH:26][CH:25]=1)[C:19](OCC)=[O:20]. (3) The reactants are: [Cl:1][C:2]1[CH:7]=[CH:6][C:5]([C:8]([CH3:28])([CH3:27])[C:9]([NH:11][NH:12][C:13]([C:15]2[C:16]([CH3:26])=[N:17][C:18]3[C:23]([C:24]=2[CH3:25])=[CH:22][CH:21]=[CH:20][CH:19]=3)=O)=[O:10])=[CH:4][CH:3]=1.COC(CC[N+](S(=O)(=O)N)(CC)CC)=O. Given the product [Cl:1][C:2]1[CH:3]=[CH:4][C:5]([C:8]([C:9]2[O:10][C:13]([C:15]3[C:16]([CH3:26])=[N:17][C:18]4[C:23]([C:24]=3[CH3:25])=[CH:22][CH:21]=[CH:20][CH:19]=4)=[N:12][N:11]=2)([CH3:27])[CH3:28])=[CH:6][CH:7]=1, predict the reactants needed to synthesize it. (4) Given the product [N:102]1[CH:103]=[CH:104][CH:105]=[CH:106][C:101]=1[CH2:100][NH:66][CH2:67][C:68]1[CH:73]=[CH:72][C:71]([CH2:74][N:75]([CH2:86][C:87]2[NH:91][C:90]3[CH:92]=[CH:93][C:94]([CH2:96][C:97]([OH:99])=[O:98])=[CH:95][C:89]=3[N:88]=2)[CH:76]2[C:85]3[N:84]=[CH:83][CH:82]=[CH:81][C:80]=3[CH2:79][CH2:78][CH2:77]2)=[CH:70][CH:69]=1, predict the reactants needed to synthesize it. The reactants are: C(CC1C=CC2N=C(CCl)NC=2C=1)(O)=O.C(OC(N(CC1C=CC=CN=1)CC1C=CC(CNC2C3N=CC=CC=3CCC2)=CC=1)=O)(C)(C)C.C(N(C(C)C)CC)(C)C.C(OC([N:66]([CH2:100][C:101]1[CH:106]=[CH:105][CH:104]=[CH:103][N:102]=1)[CH2:67][C:68]1[CH:73]=[CH:72][C:71]([CH2:74][N:75]([CH2:86][C:87]2[NH:91][C:90]3[CH:92]=[CH:93][C:94]([CH2:96][C:97]([OH:99])=[O:98])=[CH:95][C:89]=3[N:88]=2)[CH:76]2[C:85]3[N:84]=[CH:83][CH:82]=[CH:81][C:80]=3[CH2:79][CH2:78][CH2:77]2)=[CH:70][CH:69]=1)=O)(C)(C)C. (5) Given the product [C:25]([C:27]1[CH:28]=[C:29]([C:30]2[O:1][N:2]=[C:3]([C:5]3[CH:13]=[CH:12][C:11]4[N:10]5[CH2:14][CH2:15][CH:16]([CH2:17][C:18]([O:20][C:21]([CH3:24])([CH3:23])[CH3:22])=[O:19])[C:9]5=[CH:8][C:7]=4[CH:6]=3)[N:4]=2)[CH:33]=[CH:34][C:35]=1[O:36][C:37]([F:38])([F:39])[F:40])#[N:26], predict the reactants needed to synthesize it. The reactants are: [OH:1][N:2]=[C:3]([C:5]1[CH:13]=[CH:12][C:11]2[N:10]3[CH2:14][CH2:15][CH:16]([CH2:17][C:18]([O:20][C:21]([CH3:24])([CH3:23])[CH3:22])=[O:19])[C:9]3=[CH:8][C:7]=2[CH:6]=1)[NH2:4].[C:25]([C:27]1[CH:28]=[C:29]([CH:33]=[CH:34][C:35]=1[O:36][C:37]([F:40])([F:39])[F:38])[C:30](Cl)=O)#[N:26].C(N(CC)CC)C. (6) Given the product [Cl:15][C:2]1[CH:7]=[CH:6][N:5]2[N:8]=[CH:9][C:10]([C:11]#[N:12])=[C:4]2[N:3]=1, predict the reactants needed to synthesize it. The reactants are: O=[C:2]1[CH:7]=[CH:6][N:5]2[N:8]=[CH:9][C:10]([C:11]#[N:12])=[C:4]2[NH:3]1.O=P(Cl)(Cl)[Cl:15].